Predict which catalyst facilitates the given reaction. From a dataset of Catalyst prediction with 721,799 reactions and 888 catalyst types from USPTO. (1) Reactant: Cl[CH2:2][C:3]1[S:4][C:5]([C:8]2[NH:12][N:11]=[CH:10][CH:9]=2)=[N:6][N:7]=1.[N-:13]=[N+:14]=[N-:15].[Na+]. Product: [N:13]([CH2:2][C:3]1[S:4][C:5]([C:8]2[NH:12][N:11]=[CH:10][CH:9]=2)=[N:6][N:7]=1)=[N+:14]=[N-:15]. The catalyst class is: 3. (2) Reactant: [NH:1]1[C:5]2[CH:6]=[CH:7][CH:8]=[CH:9][C:4]=2[N:3]=[C:2]1[S:10]([CH2:13][CH2:14][CH2:15][CH2:16][NH2:17])(=[O:12])=[O:11].[CH3:18][C:19]1[C:20]([CH:26]=O)=[N:21][CH:22]=[C:23]([CH3:25])[CH:24]=1.[BH4-].[Na+].C([O-])(O)=O.[Na+]. Product: [NH:1]1[C:5]2[CH:6]=[CH:7][CH:8]=[CH:9][C:4]=2[N:3]=[C:2]1[S:10]([CH2:13][CH2:14][CH2:15][CH2:16][NH:17][CH2:26][C:20]1[C:19]([CH3:18])=[CH:24][C:23]([CH3:25])=[CH:22][N:21]=1)(=[O:12])=[O:11]. The catalyst class is: 100. (3) Reactant: [CH3:1][C:2]1[CH:7]=[CH:6][C:5]([S:8]([CH3:11])(=[O:10])=[O:9])=[CH:4][C:3]=1[C:12]1[C:13]2[CH:20]=[C:19]([CH:21]=[O:22])[CH:18]=[CH:17][C:14]=2[S:15][CH:16]=1.[BH4-].[Na+]. Product: [CH3:1][C:2]1[CH:7]=[CH:6][C:5]([S:8]([CH3:11])(=[O:10])=[O:9])=[CH:4][C:3]=1[C:12]1[C:13]2[CH:20]=[C:19]([CH2:21][OH:22])[CH:18]=[CH:17][C:14]=2[S:15][CH:16]=1. The catalyst class is: 5. (4) Reactant: [F:1][C:2]1[CH:29]=[CH:28][CH:27]=[C:26]([F:30])[C:3]=1[C:4]([NH:6][C:7](=[O:25])[N:8]([CH3:24])[C:9]1[CH:14]=[CH:13][C:12]([S:15][C:16]([F:22])([F:21])[C:17]([F:20])([F:19])[F:18])=[CH:11][C:10]=1[CH3:23])=[O:5].[H-].[Na+].[CH3:33]I.[Cl-].[NH4+]. Product: [F:1][C:2]1[CH:29]=[CH:28][CH:27]=[C:26]([F:30])[C:3]=1[C:4]([N:6]([CH3:33])[C:7]([N:8]([CH3:24])[C:9]1[CH:14]=[CH:13][C:12]([S:15][C:16]([F:21])([F:22])[C:17]([F:19])([F:20])[F:18])=[CH:11][C:10]=1[CH3:23])=[O:25])=[O:5]. The catalyst class is: 264.